From a dataset of Forward reaction prediction with 1.9M reactions from USPTO patents (1976-2016). Predict the product of the given reaction. (1) Given the reactants [OH:1][C@@H:2]1[C@@H:7]([N:8]2[C:17](=[O:18])[C:16]3[C:11](=[C:12]4[CH:35]=[CH:34][CH:33]=[CH:32][C:13]4=[C:14]([CH2:19][C:20]4[CH:21]=[N:22][C:23]([C:26]5C=NN(C)[CH:30]=5)=[CH:24][CH:25]=4)[CH:15]=3)[N:10]=[CH:9]2)[CH2:6][CH2:5][O:4][CH2:3]1.CN1C=C(B2OC(C)(C)C(C)(C)O2)C=N1, predict the reaction product. The product is: [OH:1][C@@H:2]1[C@@H:7]([N:8]2[C:17](=[O:18])[C:16]3[C:11](=[C:12]4[CH:35]=[CH:34][CH:33]=[CH:32][C:13]4=[C:14]([CH2:19][C:20]4[CH:21]=[N:22][C:23]([CH:26]=[CH2:30])=[CH:24][CH:25]=4)[CH:15]=3)[N:10]=[CH:9]2)[CH2:6][CH2:5][O:4][CH2:3]1. (2) Given the reactants [NH2:1][C:2]1[C:3]([NH:9][CH2:10][CH:11]2[CH2:16][CH2:15][CH2:14][N:13]([C:17]([O:19][C:20]([CH3:23])([CH3:22])[CH3:21])=[O:18])[CH2:12]2)=[N:4][C:5]([Br:8])=[CH:6][N:7]=1.C[N:25](C=O)C, predict the reaction product. The product is: [Br:8][C:5]1[N:4]=[C:3]2[N:9]([CH2:10][CH:11]3[CH2:16][CH2:15][CH2:14][N:13]([C:17]([O:19][C:20]([CH3:23])([CH3:22])[CH3:21])=[O:18])[CH2:12]3)[N:25]=[N:1][C:2]2=[N:7][CH:6]=1. (3) Given the reactants C([O:4][C:5]1[CH:10]=[C:9]([C:11]#[N:12])[C:8](Br)=[C:7]([C:14]#[N:15])[C:6]=1[O:16]C(=O)C)(=O)C.B([C:23]1[S:27][C:26]([C:28]([OH:30])=[O:29])=[CH:25][CH:24]=1)(O)O, predict the reaction product. The product is: [C:14]([C:7]1[C:6]([OH:16])=[C:5]([OH:4])[CH:10]=[C:9]([C:11]#[N:12])[C:8]=1[C:23]1[S:27][C:26]([C:28]([OH:30])=[O:29])=[CH:25][CH:24]=1)#[N:15]. (4) Given the reactants [C:1]([O:9][C:10]1[CH:15]=[C:14]([NH:16][CH2:17][CH2:18][CH:19](OCC)[O:20]CC)[N:13]=[C:12]2[CH:26]=[CH:27][S:28][C:11]=12)(=[O:8])[C:2]1[CH:7]=[CH:6][CH:5]=[CH:4][CH:3]=1.[ClH:29], predict the reaction product. The product is: [ClH:29].[C:1]([O:9][C:10]1[CH:15]=[C:14]([NH:16][CH2:17][CH2:18][CH:19]=[O:20])[N:13]=[C:12]2[CH:26]=[CH:27][S:28][C:11]=12)(=[O:8])[C:2]1[CH:3]=[CH:4][CH:5]=[CH:6][CH:7]=1. (5) Given the reactants P(Br)(Br)[Br:2].[CH3:5][N:6]1[C:10]2[CH:11]=[CH:12][C:13]([CH2:15]O)=[CH:14][C:9]=2[N:8]=[N:7]1, predict the reaction product. The product is: [Br:2][CH2:15][C:13]1[CH:12]=[CH:11][C:10]2[N:6]([CH3:5])[N:7]=[N:8][C:9]=2[CH:14]=1.